This data is from Forward reaction prediction with 1.9M reactions from USPTO patents (1976-2016). The task is: Predict the product of the given reaction. Given the reactants [NH2:1][C:2]1[CH:10]=[CH:9][C:5]2[N:6]=[CH:7][S:8][C:4]=2[CH:3]=1.N1C=CC=CC=1.Cl[C:18]([O:20][CH2:21][C:22]([Cl:25])([Cl:24])[Cl:23])=[O:19].O, predict the reaction product. The product is: [S:8]1[C:4]2[CH:3]=[C:2]([NH:1][C:18](=[O:19])[O:20][CH2:21][C:22]([Cl:25])([Cl:24])[Cl:23])[CH:10]=[CH:9][C:5]=2[N:6]=[CH:7]1.